Regression/Classification. Given a drug SMILES string, predict its absorption, distribution, metabolism, or excretion properties. Task type varies by dataset: regression for continuous measurements (e.g., permeability, clearance, half-life) or binary classification for categorical outcomes (e.g., BBB penetration, CYP inhibition). For this dataset (solubility_aqsoldb), we predict Y. From a dataset of Aqueous solubility values for 9,982 compounds from the AqSolDB database. (1) The Y is -6.92 log mol/L. The molecule is CC(C)OC(=O)c1cc(-c2nn(C)c(C(F)(F)F)c2Br)c(F)cc1Cl. (2) The drug is Cc1ccccc1Cl. The Y is -2.53 log mol/L. (3) The compound is CCc1ccc(C(c2ccc(CC)cc2)C(Cl)Cl)cc1. The Y is -7.04 log mol/L. (4) The Y is -3.74 log mol/L. The molecule is Cc1cccc2ccccc12.